Dataset: Full USPTO retrosynthesis dataset with 1.9M reactions from patents (1976-2016). Task: Predict the reactants needed to synthesize the given product. (1) Given the product [Cl:1][C:2]1[CH:7]=[CH:6][C:5]([N+:8]([O-:10])=[O:9])=[CH:4][C:3]=1[OH:11], predict the reactants needed to synthesize it. The reactants are: [Cl:1][C:2]1[CH:7]=[CH:6][C:5]([N+:8]([O-:10])=[O:9])=[CH:4][C:3]=1[O:11]C.Br. (2) Given the product [NH:28]1[C:27]2[CH2:26][CH2:25][NH:24][C:23](=[O:29])[C:22]=2[CH:21]=[CH:20]1, predict the reactants needed to synthesize it. The reactants are: ClC1C=C(C=CC=1)N.ClC1C=CC2C(=C([C:20]3[NH:28][C:27]4[CH2:26][CH2:25][NH:24][C:23](=[O:29])[C:22]=4[CH:21]=3)C=CC=2)N=1.[Li+].C[Si]([N-][Si](C)(C)C)(C)C.C1COCC1. (3) Given the product [Br:11][C:12]1[CH:19]=[C:18]([F:20])[CH:17]=[CH:16][C:13]=1[CH:14]1[C:23]([C:24]([O:26][CH2:27][CH3:28])=[O:25])=[C:22]([CH3:29])[NH:9][C:8]([C:5]2[N:6]=[CH:7][N:3]([CH3:2])[N:4]=2)=[N:10]1, predict the reactants needed to synthesize it. The reactants are: Cl.[CH3:2][N:3]1[CH:7]=[N:6][C:5]([C:8](=[NH:10])[NH2:9])=[N:4]1.[Br:11][C:12]1[CH:19]=[C:18]([F:20])[CH:17]=[CH:16][C:13]=1[CH:14]=O.O=[C:22]([CH3:29])[CH2:23][C:24]([O:26][CH2:27][CH3:28])=[O:25].